Dataset: Reaction yield outcomes from USPTO patents with 853,638 reactions. Task: Predict the reaction yield, written as a fraction of the theoretical maximum amount of product (1.0 means a 100% yield; for example, 0.34 means a 34% yield). The yield is 0.390. The catalyst is CO. The reactants are [OH-].[K+].[N:3]1[CH:8]=[CH:7][CH:6]=[C:5]([CH:9]=[O:10])[CH:4]=1.[N+:11]([CH2:13][C:14]([N:16]1[CH2:20][CH2:19][CH2:18][CH2:17]1)=[O:15])#[C-:12]. The product is [N:3]1[CH:8]=[CH:7][CH:6]=[C:5]([C@@H:9]2[O:10][CH:12]=[N:11][C@H:13]2[C:14]([N:16]2[CH2:20][CH2:19][CH2:18][CH2:17]2)=[O:15])[CH:4]=1.